This data is from Forward reaction prediction with 1.9M reactions from USPTO patents (1976-2016). The task is: Predict the product of the given reaction. (1) Given the reactants [NH2:1][C:2]1[C:7]([F:8])=[C:6]([C:9]2[CH:14]=[CH:13][C:12]([O:15][CH:16]([F:18])[F:17])=[C:11]([F:19])[CH:10]=2)[N:5]=[C:4]([C:20]([O:22]C)=[O:21])[C:3]=1[Cl:24].[OH-].[Na+], predict the reaction product. The product is: [NH2:1][C:2]1[C:7]([F:8])=[C:6]([C:9]2[CH:14]=[CH:13][C:12]([O:15][CH:16]([F:18])[F:17])=[C:11]([F:19])[CH:10]=2)[N:5]=[C:4]([C:20]([OH:22])=[O:21])[C:3]=1[Cl:24]. (2) Given the reactants FC(F)(F)C(O)=O.C(OC([N:15]([C:28]1[CH:33]=[CH:32][C:31]([C:34]2[O:38][CH:37]=[N:36][C:35]=2[I:39])=[CH:30][CH:29]=1)[N:16]=[CH:17][C:18]1[CH:23]=[CH:22][C:21]([CH2:24][N:25]([CH3:27])[CH3:26])=[CH:20][CH:19]=1)=O)(C)(C)C.C(=O)(O)[O-].[Na+], predict the reaction product. The product is: [I:39][C:35]1[N:36]=[CH:37][O:38][C:34]=1[C:31]1[CH:32]=[CH:33][C:28]([NH:15][N:16]=[CH:17][C:18]2[CH:23]=[CH:22][C:21]([CH2:24][N:25]([CH3:27])[CH3:26])=[CH:20][CH:19]=2)=[CH:29][CH:30]=1. (3) Given the reactants [CH:1]1([N:7]([CH:11]2[CH2:16][CH2:15][CH2:14][CH2:13][CH2:12]2)[C:8](Cl)=[S:9])[CH2:6][CH2:5][CH2:4][CH2:3][CH2:2]1.[OH:17][N:18]1[C:22](=[O:23])[C:21]2=[CH:24][CH:25]=[CH:26][CH:27]=[C:20]2[C:19]1=[O:28], predict the reaction product. The product is: [O:28]=[C:19]1[C:20]2[C:21](=[CH:24][CH:25]=[CH:26][CH:27]=2)[C:22](=[O:23])[N:18]1[O:17][C:8](=[S:9])[N:7]([CH:11]1[CH2:16][CH2:15][CH2:14][CH2:13][CH2:12]1)[CH:1]1[CH2:6][CH2:5][CH2:4][CH2:3][CH2:2]1.